Dataset: Drug-target binding data from BindingDB using IC50 measurements. Task: Regression. Given a target protein amino acid sequence and a drug SMILES string, predict the binding affinity score between them. We predict pIC50 (pIC50 = -log10(IC50 in M); higher means more potent). Dataset: bindingdb_ic50. (1) The target protein sequence is NTKKNGRLTNQLQYLQKVVLKDLWKHSFSWPFQRPVDAVKLQLPDYYTIIKNPMDLNTIKKRLENKYYAKASECIEDFNTMFSNCYLYNKPGDDIVLMAQALEKLFMQKLSQMPQEE. The compound is COC(=O)CC1N=C(c2ccc(Cl)cc2)c2c(sc(C(=O)NCCOCCNC(=O)Cn3c(=O)n([C@H](C)c4ccccn4)c4c5cc(OC)c(-c6c(C)noc6C)cc5ncc43)c2C)-n2c(C)nnc21. The pIC50 is 7.4. (2) The compound is CN1CCN(c2ncnc3c(C#N)c4n(c23)CCCC4)CC1. The target protein (P33527) has sequence MALRGFCSADGSDPLWDWNVTWNTSNPDFTKCFQNTVLVWVPCFYLWACFPFYFLYLSRHDRGYIQMTPLNKTKTALGFLLWIVCWADLFYSFWERSRGIFLAPVFLVSPTLLGITMLLATFLIQLERRKGVQSSGIMLTFWLVALVCALAILRSKIMTALKEDAQVDLFRDITFYVYFSLLLIQLVLSCFSDRSPLFSETIHDPNPCPESSASFLSRITFWWITGLIVRGYRQPLEGSDLWSLNKEDTSEQVVPVLVKNWKKECAKTRKQPVKVVYSSKDPAQPKESSKVDANEEVEALIVKSPQKEWNPSLFKVLYKTFGPYFLMSFFFKAIHDLMMFSGPQILKLLIKFVNDTKAPDWQGYFYTVLLFVTACLQTLVLHQYFHICFVSGMRIKTAVIGAVYRKALVITNSARKSSTVGEIVNLMSVDAQRFMDLATYINMIWSAPLQVILALYLLWLNLGPSVLAGVAVMVLMVPVNAVMAMKTKTYQVAHMKSKDN.... The pIC50 is 5.3.